Dataset: Reaction yield outcomes from USPTO patents with 853,638 reactions. Task: Predict the reaction yield, written as a fraction of the theoretical maximum amount of product (1.0 means a 100% yield; for example, 0.34 means a 34% yield). The reactants are [NH2:1][C:2]1[C:12]([C:13]#[C:14][C:15]2[CH:20]=[CH:19][CH:18]=[CH:17][CH:16]=2)=[CH:11][C:5]([C:6]([O:8]CC)=[O:7])=[CH:4][N:3]=1.CC(C)([O-])C.[K+].Cl.O. The catalyst is CN1CCCC1. The product is [C:15]1([C:14]2[NH:1][C:2]3=[N:3][CH:4]=[C:5]([C:6]([OH:8])=[O:7])[CH:11]=[C:12]3[CH:13]=2)[CH:20]=[CH:19][CH:18]=[CH:17][CH:16]=1. The yield is 0.710.